Dataset: Catalyst prediction with 721,799 reactions and 888 catalyst types from USPTO. Task: Predict which catalyst facilitates the given reaction. (1) Product: [NH2:1][C:2]1[N:3]([CH3:25])[C:4](=[O:24])[C:5]([C:7]2[CH:12]=[CH:11][CH:10]=[C:9]([O:13][CH2:29][CH2:28][CH:27]=[CH2:26])[CH:8]=2)([C:14]2[CH:19]=[CH:18][C:17]([O:20][CH:21]([F:22])[F:23])=[CH:16][CH:15]=2)[N:6]=1. The catalyst class is: 1. Reactant: [NH2:1][C:2]1[N:3]([CH3:25])[C:4](=[O:24])[C:5]([C:14]2[CH:19]=[CH:18][C:17]([O:20][CH:21]([F:23])[F:22])=[CH:16][CH:15]=2)([C:7]2[CH:12]=[CH:11][CH:10]=[C:9]([OH:13])[CH:8]=2)[N:6]=1.[CH2:26](O)[CH2:27][CH:28]=[CH2:29].C1C=CC(P(C2C=CC=CC=2)C2C=CC=CC=2)=CC=1.CCOC(/N=N/C(OCC)=O)=O. (2) Reactant: O.[NH2:2][NH2:3].N1C=CC=CC=1.C[O:11][C:12](=O)[CH2:13][O:14][CH2:15][C:16]1[CH:21]=[CH:20][C:19]([O:22][CH3:23])=[CH:18][CH:17]=1. Product: [CH3:23][O:22][C:19]1[CH:20]=[CH:21][C:16]([CH2:15][O:14][CH2:13][C:12]([NH:2][NH2:3])=[O:11])=[CH:17][CH:18]=1. The catalyst class is: 8. (3) Reactant: [NH2:1][C:2]1[N:10]=[C:9]([O:11][CH2:12][CH2:13][CH2:14][CH3:15])[N:8]=[C:7]2[C:3]=1[NH:4][C:5](=[O:24])[N:6]2[CH2:16][CH2:17][CH2:18][NH:19][CH2:20][CH2:21][CH2:22][OH:23].[CH:25]([C:27]1[CH:32]=[CH:31][C:30]([CH2:33][C:34]([OH:36])=[O:35])=[CH:29][CH:28]=1)=O.C(O[BH-](OC(=O)C)OC(=O)C)(=O)C.[Na+]. Product: [NH2:1][C:2]1[N:10]=[C:9]([O:11][CH2:12][CH2:13][CH2:14][CH3:15])[N:8]=[C:7]2[C:3]=1[NH:4][C:5](=[O:24])[N:6]2[CH2:16][CH2:17][CH2:18][N:19]([CH2:25][C:27]1[CH:28]=[CH:29][C:30]([CH2:33][C:34]([OH:36])=[O:35])=[CH:31][CH:32]=1)[CH2:20][CH2:21][CH2:22][OH:23]. The catalyst class is: 179. (4) Reactant: [F:1][C:2]1([F:28])[C:8]([CH3:10])([CH3:9])[O:7][CH2:6][C:5](=O)[NH:4][C@@:3]1([C:13]1[CH:18]=[C:17]([C:19]#[C:20][C:21]2[N:22]=[C:23]([CH3:26])[S:24][CH:25]=2)[CH:16]=[CH:15][C:14]=1[F:27])[CH3:12].COC1C=CC(P2(SP(C3C=CC(OC)=CC=3)(=S)S2)=[S:38])=CC=1. Product: [F:1][C:2]1([F:28])[C:8]([CH3:10])([CH3:9])[O:7][CH2:6][C:5](=[S:38])[NH:4][C@@:3]1([C:13]1[CH:18]=[C:17]([C:19]#[C:20][C:21]2[N:22]=[C:23]([CH3:26])[S:24][CH:25]=2)[CH:16]=[CH:15][C:14]=1[F:27])[CH3:12]. The catalyst class is: 12.